Dataset: Full USPTO retrosynthesis dataset with 1.9M reactions from patents (1976-2016). Task: Predict the reactants needed to synthesize the given product. Given the product [N:46]1([CH2:45][CH2:44][O:43][C:41](=[O:42])[NH:40][C:3]2[C:2]([F:1])=[CH:12][C:11]([C:13]3[CH:14]=[C:15]4[C:21]([C:22]5[CH:27]=[CH:26][CH:25]=[CH:24][C:23]=5[O:28][CH3:29])=[CH:20][N:19]([S:30]([C:33]5[CH:38]=[CH:37][C:36]([CH3:39])=[CH:35][CH:34]=5)(=[O:32])=[O:31])[C:16]4=[N:17][CH:18]=3)=[CH:10][C:4]=2[C:5](=[O:6])[N:7]([CH3:9])[CH3:8])[CH2:51][CH2:50][O:49][CH2:48][CH2:47]1, predict the reactants needed to synthesize it. The reactants are: [F:1][C:2]1[C:3]([N:40]=[C:41]=[O:42])=[C:4]([CH:10]=[C:11]([C:13]2[CH:14]=[C:15]3[C:21]([C:22]4[CH:27]=[CH:26][CH:25]=[CH:24][C:23]=4[O:28][CH3:29])=[CH:20][N:19]([S:30]([C:33]4[CH:38]=[CH:37][C:36]([CH3:39])=[CH:35][CH:34]=4)(=[O:32])=[O:31])[C:16]3=[N:17][CH:18]=2)[CH:12]=1)[C:5]([N:7]([CH3:9])[CH3:8])=[O:6].[OH:43][CH2:44][CH2:45][N:46]1[CH2:51][CH2:50][O:49][CH2:48][CH2:47]1.C(N(CC)C(C)C)(C)C.